This data is from Forward reaction prediction with 1.9M reactions from USPTO patents (1976-2016). The task is: Predict the product of the given reaction. (1) Given the reactants [H-].[Na+].[OH:3][CH2:4][C:5]([CH3:14])([CH3:13])[C:6]([O:8][C:9]([CH3:12])([CH3:11])[CH3:10])=[O:7].CS(O[CH2:20][CH2:21][O:22][CH2:23][CH2:24][O:25][CH2:26][CH2:27][O:28][CH2:29][CH2:30][O:31][CH2:32][CH2:33][O:34][CH2:35][CH2:36][O:37][CH2:38][CH2:39][O:40][CH3:41])(=O)=O, predict the reaction product. The product is: [CH3:13][C:5]([CH3:14])([C:6]([O:8][C:9]([CH3:12])([CH3:11])[CH3:10])=[O:7])[CH2:4][O:3][CH2:20][CH2:21][O:22][CH2:23][CH2:24][O:25][CH2:26][CH2:27][O:28][CH2:29][CH2:30][O:31][CH2:32][CH2:33][O:34][CH2:35][CH2:36][O:37][CH2:38][CH2:39][O:40][CH3:41]. (2) Given the reactants C(CC(O)=O)#N.[F-:7].[Cs+].[CH2:9]([Sn:13](C1SC=CC=1)([CH2:18][CH2:19][CH2:20][CH3:21])[CH2:14][CH2:15][CH2:16][CH3:17])[CH2:10][CH2:11][CH3:12].ClCCl, predict the reaction product. The product is: [Sn:13]([F:7])([CH2:18][CH2:19][CH2:20][CH3:21])([CH2:14][CH2:15][CH2:16][CH3:17])[CH2:9][CH2:10][CH2:11][CH3:12]. (3) Given the reactants [Br:1][C:2]1[C:7]([NH:8][C:9]2[CH:14]=[CH:13][CH:12]=[CH:11][CH:10]=2)=[C:6]([N+:15]([O-:17])=[O:16])[CH:5]=[CH:4][C:3]=1[OH:18].CI.[C:21](=O)([O-])[O-].[K+].[K+], predict the reaction product. The product is: [Br:1][C:2]1[C:3]([O:18][CH3:21])=[CH:4][CH:5]=[C:6]([N+:15]([O-:17])=[O:16])[C:7]=1[NH:8][C:9]1[CH:14]=[CH:13][CH:12]=[CH:11][CH:10]=1. (4) Given the reactants O1C2([CH2:10][CH2:9][CH:8]([C:11]3[CH:16]=[C:15]([NH2:17])[N:14]4[N:18]=[CH:19][CH:20]=[C:13]4[N:12]=3)[CH2:7][CH2:6]2)OCC1.ClC1N2N=CC=C2N=C(C2CC[N:34]([C:37]([O:39][C:40]([CH3:43])([CH3:42])[CH3:41])=[O:38])CC2)C=1.ClC1N2N=CC=C2N=C(C2CCC3(OCCO3)CC2)C=1, predict the reaction product. The product is: [NH2:17][C:15]1[N:14]2[N:18]=[CH:19][CH:20]=[C:13]2[N:12]=[C:11]([CH:8]2[CH2:7][CH2:6][N:34]([C:37]([O:39][C:40]([CH3:43])([CH3:42])[CH3:41])=[O:38])[CH2:10][CH2:9]2)[CH:16]=1.